Dataset: Full USPTO retrosynthesis dataset with 1.9M reactions from patents (1976-2016). Task: Predict the reactants needed to synthesize the given product. Given the product [CH2:1]([C:13]1[CH:17]=[CH:16][S:15][C:14]=1[C:18]1[S:20][C:21]2[N:22]=[C:18]([C:14]3[S:15][CH:16]=[CH:17][C:13]=3[CH2:1][CH2:2][CH2:3][CH2:4][CH2:5][CH2:6][CH2:7][CH2:8][CH2:9][CH2:10][CH2:11][CH3:12])[S:25][C:23]=2[N:24]=1)[CH2:2][CH2:3][CH2:4][CH2:5][CH2:6][CH2:7][CH2:8][CH2:9][CH2:10][CH2:11][CH3:12], predict the reactants needed to synthesize it. The reactants are: [CH2:1]([C:13]1[CH:17]=[CH:16][S:15][C:14]=1[CH:18]=O)[CH2:2][CH2:3][CH2:4][CH2:5][CH2:6][CH2:7][CH2:8][CH2:9][CH2:10][CH2:11][CH3:12].[S:20]=[C:21]([C:23](=[S:25])[NH2:24])[NH2:22].